This data is from Catalyst prediction with 721,799 reactions and 888 catalyst types from USPTO. The task is: Predict which catalyst facilitates the given reaction. (1) Reactant: C[Si]([N-][Si](C)(C)C)(C)C.[Na+].C1COCC1.[I:16][C:17]1[CH:21]=[CH:20][NH:19][N:18]=1.Br[C:23]([CH3:32])([CH3:31])[C:24]([O:26][C:27]([CH3:30])([CH3:29])[CH3:28])=[O:25]. Product: [I:16][C:17]1[CH:21]=[CH:20][N:19]([C:23]([CH3:32])([CH3:31])[C:24]([O:26][C:27]([CH3:30])([CH3:29])[CH3:28])=[O:25])[N:18]=1. The catalyst class is: 3. (2) Reactant: C1([C:7]2[CH:16]=[C:15]([C:17](O)=[O:18])[C:14]3[C:9](=[CH:10][CH:11]=[CH:12][CH:13]=3)[N:8]=2)C=CC=CC=1.C[NH:21][CH2:22][C:23]1[CH:28]=[CH:27][CH:26]=[CH:25][CH:24]=1.[CH3:29]CN(C(C)C)C(C)C.CN(C(ON1N=N[C:48]2[CH:49]=[CH:50][CH:51]=[CH:52][C:47]1=2)=[N+](C)C)C.F[P-](F)(F)(F)(F)F. Product: [C:23]1([C@@H:22]([NH:21][C:17]([C:15]2[C:14]3[C:13](=[CH:12][CH:11]=[CH:10][CH:9]=3)[N:8]=[C:7]([C:47]3[CH:52]=[CH:51][CH:50]=[CH:49][CH:48]=3)[CH:16]=2)=[O:18])[CH3:29])[CH:28]=[CH:27][CH:26]=[CH:25][CH:24]=1. The catalyst class is: 2. (3) Reactant: [NH2:1][C:2]1[CH:3]=[N:4][CH:5]=[CH:6][C:7]=1[N:8]1[CH2:13][C@H:12]([C:14]([F:17])([F:16])[F:15])[CH2:11][C@H:10]([NH:18][C:19](=[O:25])[O:20][C:21]([CH3:24])([CH3:23])[CH3:22])[CH2:9]1.[C:26]([O:30][C:31]([NH:33][C:34]1[O:42][C:41]2[C:36](=[N:37][CH:38]=[C:39]([CH:43]3[CH2:48][CH2:47][O:46][CH2:45][CH2:44]3)[CH:40]=2)[C:35]=1[C:49](O)=[O:50])=[O:32])([CH3:29])([CH3:28])[CH3:27].CN(C(ON1N=NC2C=CC=NC1=2)=[N+](C)C)C.F[P-](F)(F)(F)(F)F.CCN(C(C)C)C(C)C. Product: [C:26]([O:30][C:31]([NH:33][C:34]1[O:42][C:41]2[C:36](=[N:37][CH:38]=[C:39]([CH:43]3[CH2:44][CH2:45][O:46][CH2:47][CH2:48]3)[CH:40]=2)[C:35]=1[C:49]([NH:1][C:2]1[CH:3]=[N:4][CH:5]=[CH:6][C:7]=1[N:8]1[CH2:13][C@H:12]([C:14]([F:16])([F:15])[F:17])[CH2:11][C@H:10]([NH:18][C:19](=[O:25])[O:20][C:21]([CH3:22])([CH3:24])[CH3:23])[CH2:9]1)=[O:50])=[O:32])([CH3:29])([CH3:27])[CH3:28]. The catalyst class is: 26. (4) Product: [CH3:9][O:8][C:5]1[CH:6]=[CH:7][C:2]([C:17]2([OH:20])[CH2:18][CH2:19][C:14]3([O:13][CH2:12][CH2:11][O:10]3)[CH2:15][CH2:16]2)=[N:3][CH:4]=1. Reactant: Br[C:2]1[CH:7]=[CH:6][C:5]([O:8][CH3:9])=[CH:4][N:3]=1.[O:10]1[C:14]2([CH2:19][CH2:18][C:17](=[O:20])[CH2:16][CH2:15]2)[O:13][CH2:12][CH2:11]1. The catalyst class is: 28.